Dataset: Full USPTO retrosynthesis dataset with 1.9M reactions from patents (1976-2016). Task: Predict the reactants needed to synthesize the given product. Given the product [Br:1][C:2]1[CH:3]=[C:4]([CH:5]=[C:6]([I:8])[CH:7]=1)[NH2:9], predict the reactants needed to synthesize it. The reactants are: [Br:1][C:2]1[CH:3]=[C:4]([N+:9]([O-])=O)[CH:5]=[C:6]([I:8])[CH:7]=1.